From a dataset of Full USPTO retrosynthesis dataset with 1.9M reactions from patents (1976-2016). Predict the reactants needed to synthesize the given product. Given the product [CH3:17][O:18][C:19]1[CH:20]=[C:21]([C@H:25]([NH:27][C:14]([CH:10]2[O:11][CH2:12][CH2:13][NH:8][CH2:9]2)=[O:16])[CH3:26])[CH:22]=[CH:23][CH:24]=1, predict the reactants needed to synthesize it. The reactants are: C(OC([N:8]1[CH2:13][CH2:12][O:11][CH:10]([C:14]([OH:16])=O)[CH2:9]1)=O)(C)(C)C.[CH3:17][O:18][C:19]1[CH:20]=[C:21]([C@H:25]([NH2:27])[CH3:26])[CH:22]=[CH:23][CH:24]=1.